From a dataset of Reaction yield outcomes from USPTO patents with 853,638 reactions. Predict the reaction yield, written as a fraction of the theoretical maximum amount of product (1.0 means a 100% yield; for example, 0.34 means a 34% yield). The reactants are [ClH:1].[CH3:2][NH:3][C@H:4]1[CH2:13][CH2:12][C:11]2[C:6](=[CH:7][CH:8]=[CH:9][C:10]=2[C:14]2[C:15]([CH3:21])=[N:16][N:17]([CH3:20])[C:18]=2[CH3:19])[CH2:5]1. The catalyst is CCOCC. The product is [ClH:1].[ClH:1].[CH3:2][NH:3][C@H:4]1[CH2:13][CH2:12][C:11]2[C:6](=[CH:7][CH:8]=[CH:9][C:10]=2[C:14]2[C:15]([CH3:21])=[N:16][N:17]([CH3:20])[C:18]=2[CH3:19])[CH2:5]1. The yield is 0.990.